This data is from Reaction yield outcomes from USPTO patents with 853,638 reactions. The task is: Predict the reaction yield, written as a fraction of the theoretical maximum amount of product (1.0 means a 100% yield; for example, 0.34 means a 34% yield). (1) The reactants are [Br:1][C:2]1[CH:10]=[C:9]2[C:5]([CH2:6][C:7](=[O:11])[NH:8]2)=[CH:4][CH:3]=1.[Cl-].[Cl-].[Cl-].[Al+3].[Cl:16][CH2:17][C:18](Cl)=[O:19]. The catalyst is ClC(Cl)C. The product is [Br:1][C:2]1[CH:10]=[C:9]2[C:5]([CH2:6][C:7](=[O:11])[NH:8]2)=[CH:4][C:3]=1[C:18](=[O:19])[CH2:17][Cl:16]. The yield is 0.630. (2) The reactants are Cl[C:2]1[N:11]=[CH:10][CH:9]=[C:8]2[C:3]=1[CH:4]=[CH:5][CH:6]=[N:7]2.[N-:12]=[N+:13]=[N-:14].[Na+].O. The catalyst is CN(C=O)C. The product is [N:12]([C:2]1[N:11]=[CH:10][CH:9]=[C:8]2[C:3]=1[CH:4]=[CH:5][CH:6]=[N:7]2)=[N+:13]=[N-:14]. The yield is 0.720. (3) The reactants are [F:1][C:2]1[CH:7]=[CH:6][C:5]([CH:8]([C:13]2[CH:18]=[CH:17][C:16]([Br:19])=[CH:15][CH:14]=2)[CH2:9]C(O)=O)=[CH:4][CH:3]=1.C([N:22](CC)CC)C.Cl[C:28]([O:30][CH2:31][CH3:32])=[O:29].[N-]=[N+]=[N-].[Na+].[CH2:37](O)[C:38]1C=C[CH:41]=[CH:40][CH:39]=1.C(=O)(O)[O-].[Na+]. The catalyst is CC(C)=O.O.C1(C)C=CC=CC=1.C(OCC)(=O)C.C(OCC)C. The product is [CH2:31]([O:30][C:28](=[O:29])[NH:22][CH2:9][CH:8]([C:13]1[CH:14]=[CH:15][C:16]([Br:19])=[CH:17][CH:18]=1)[C:5]1[CH:4]=[CH:3][C:2]([F:1])=[CH:7][CH:6]=1)[C:32]1[CH:41]=[CH:40][CH:39]=[CH:38][CH:37]=1. The yield is 0.450. (4) The reactants are [CH3:1][NH2:2].[CH2:3]([O:10][C:11]([N:13]1[CH2:17][CH2:16][CH:15]([S:18](Cl)(=[O:20])=[O:19])[CH2:14]1)=[O:12])[C:4]1[CH:9]=[CH:8][CH:7]=[CH:6][CH:5]=1.O. The catalyst is C1COCC1. The product is [CH3:1][NH:2][S:18]([CH:15]1[CH2:16][CH2:17][N:13]([C:11]([O:10][CH2:3][C:4]2[CH:9]=[CH:8][CH:7]=[CH:6][CH:5]=2)=[O:12])[CH2:14]1)(=[O:20])=[O:19]. The yield is 0.690. (5) The reactants are N([O-])=O.[Na+].[N+:5]([C:8]1[CH:14]=[C:13]([O:15][C:16]([F:19])([F:18])[F:17])[CH:12]=[CH:11][C:9]=1N)([O-:7])=[O:6].Cl.[I-:21].[K+]. The catalyst is O.C(O)(=O)C. The product is [I:21][C:9]1[CH:11]=[CH:12][C:13]([O:15][C:16]([F:19])([F:18])[F:17])=[CH:14][C:8]=1[N+:5]([O-:7])=[O:6]. The yield is 0.650.